From a dataset of Forward reaction prediction with 1.9M reactions from USPTO patents (1976-2016). Predict the product of the given reaction. (1) Given the reactants C(N1C2N=CN=C(OC3C=CC(NC(NC(=O)CC4C=CC=CC=4)=[S:26])=CC=3F)C=2C=C1)C1C=CC=CC=1.[F:38][C:39]1[CH:40]=[C:41]([NH:55][C:56]([NH:58][C:59](=[O:67])[CH2:60][C:61]2C=C[CH:64]=[CH:63][CH:62]=2)=[S:57])[CH:42]=[CH:43][C:44]=1[O:45][C:46]1[CH:51]=[CH:50][N:49]=[C:48]2[CH:52]=[CH:53][S:54][C:47]=12.S1C=CC=C1CC(N=C=S)=O, predict the reaction product. The product is: [F:38][C:39]1[CH:40]=[C:41]([NH:55][C:56]([NH:58][C:59](=[O:67])[CH2:60][C:61]2[S:26][CH:64]=[CH:63][CH:62]=2)=[S:57])[CH:42]=[CH:43][C:44]=1[O:45][C:46]1[CH:51]=[CH:50][N:49]=[C:48]2[CH:52]=[CH:53][S:54][C:47]=12. (2) Given the reactants [NH2:1][C:2]1[N:6]([CH:7]2[CH2:11][CH2:10][CH2:9][CH2:8]2)[N:5]=[C:4]([CH3:12])[C:3]=1[C:13]([OH:15])=[O:14].CN(C(O[N:24]1[N:32]=[N:31][C:26]2[CH:27]=[CH:28][CH:29]=[N:30][C:25]1=2)=[N+](C)C)C.F[P-](F)(F)(F)(F)F.C1C=NC2N(O)N=NC=2C=1.CCN(C(C)C)C(C)C, predict the reaction product. The product is: [CH:7]1([N:6]2[C:2]([NH2:1])=[C:3]([C:13]([O:15][N:24]3[C:25]4=[N:30][CH:29]=[CH:28][CH:27]=[C:26]4[N:31]=[N:32]3)=[O:14])[C:4]([CH3:12])=[N:5]2)[CH2:11][CH2:10][CH2:9][CH2:8]1.